Predict the reaction yield, written as a fraction of the theoretical maximum amount of product (1.0 means a 100% yield; for example, 0.34 means a 34% yield). From a dataset of Reaction yield outcomes from USPTO patents with 853,638 reactions. (1) The reactants are Cl[C:2]1[N:3]=[C:4]2[CH:9]=[CH:8][CH:7]=[CH:6][N:5]2[CH:10]=1.CC(C)([O-])C.[Na+].[NH2:17][C:18]1[CH:19]=[CH:20][C:21]([O:24][CH3:25])=[N:22][CH:23]=1. The catalyst is O1CCOCC1. The product is [CH3:25][O:24][C:21]1[N:22]=[CH:23][C:18]([NH:17][C:2]2[N:3]=[C:4]3[CH:9]=[CH:8][CH:7]=[CH:6][N:5]3[CH:10]=2)=[CH:19][CH:20]=1. The yield is 0.770. (2) The reactants are [Cl:1][C:2]1[C:3]([CH3:10])=[C:4]([CH:7]=[CH:8][CH:9]=1)[CH2:5]O.C(N(CC)CC)C.CS([Cl:22])(=O)=O.C(=O)([O-])O.[Na+]. The catalyst is C(Cl)Cl. The product is [Cl:1][C:2]1[C:3]([CH3:10])=[C:4]([CH:7]=[CH:8][CH:9]=1)[CH2:5][Cl:22]. The yield is 0.690. (3) The reactants are [N+:1]([C:4]1[CH:5]=[C:6]([OH:11])[C:7](=[CH:9][CH:10]=1)[OH:8])([O-:3])=[O:2].N1C=CN=[CH:13]1.[C:17]([Si:21](Cl)([C:28]1[CH:33]=[CH:32][CH:31]=[CH:30][CH:29]=1)[C:22]1[CH:27]=[CH:26][CH:25]=[CH:24][CH:23]=1)([CH3:20])([CH3:19])[CH3:18].C([O-])([O-])=O.[K+].[K+]. The catalyst is CN(C=O)C.O. The product is [C:17]([Si:21]([O:8][C:7]1[CH:9]=[CH:10][C:4]([N+:1]([O-:3])=[O:2])=[CH:5][C:6]=1[O:11][CH3:13])([C:28]1[CH:33]=[CH:32][CH:31]=[CH:30][CH:29]=1)[C:22]1[CH:27]=[CH:26][CH:25]=[CH:24][CH:23]=1)([CH3:20])([CH3:19])[CH3:18]. The yield is 0.570. (4) The reactants are [Cl:1][C:2]1[N:6]([C:7]2[CH:12]=[CH:11][C:10]([C:13]3[CH:17]=[C:16]([C:18]#[N:19])[S:15][CH:14]=3)=[CH:9][CH:8]=2)[C:5]([C:20](OCC)=[O:21])=[C:4]([NH:25][C:26](=[O:30])[CH2:27][C:28]#[N:29])[CH:3]=1.CC(C)([O-:34])C.[K+].O.Cl. The catalyst is CS(C)=O. The product is [Cl:1][C:2]1[N:6]([C:7]2[CH:12]=[CH:11][C:10]([C:13]3[CH:17]=[C:16]([C:18]([NH2:19])=[O:34])[S:15][CH:14]=3)=[CH:9][CH:8]=2)[C:5]2[C:20]([OH:21])=[C:27]([C:28]#[N:29])[C:26](=[O:30])[NH:25][C:4]=2[CH:3]=1. The yield is 0.140. (5) The reactants are [Cl:1][C:2]1[CH:3]=[CH:4][C:5]([CH:24]=[O:25])=[C:6]2[C:10]=1[N:9]=[C:8]1[N:11]([C:15]3[C:16]([CH3:23])=[N:17][C:18]([O:21][CH3:22])=[CH:19][CH:20]=3)[CH2:12][CH2:13][CH2:14][N:7]21.[CH:26]1([Mg]Br)[CH2:28][CH2:27]1. The catalyst is O1CCCC1. The product is [Cl:1][C:2]1[C:10]2[N:9]=[C:8]3[N:11]([C:15]4[C:16]([CH3:23])=[N:17][C:18]([O:21][CH3:22])=[CH:19][CH:20]=4)[CH2:12][CH2:13][CH2:14][N:7]3[C:6]=2[C:5]([CH:24]([CH:26]2[CH2:28][CH2:27]2)[OH:25])=[CH:4][CH:3]=1. The yield is 0.970.